Dataset: Full USPTO retrosynthesis dataset with 1.9M reactions from patents (1976-2016). Task: Predict the reactants needed to synthesize the given product. (1) Given the product [CH2:2]([N:9]1[CH:17]=[C:16]2[C:11]([CH:12]=[C:13]([C:18]3[CH:19]=[C:20]([C:28]4[N:29]=[C:30]([CH:33]5[CH2:38][CH2:37][N:36]([CH:46]6[CH2:48][CH2:47]6)[CH2:35][CH2:34]5)[S:31][CH:32]=4)[N:21]4[C:26]=3[C:25]([NH2:27])=[N:24][CH:23]=[N:22]4)[CH:14]=[CH:15]2)=[N:10]1)[C:3]1[CH:4]=[CH:5][CH:6]=[CH:7][CH:8]=1, predict the reactants needed to synthesize it. The reactants are: Cl.[CH2:2]([N:9]1[CH:17]=[C:16]2[C:11]([CH:12]=[C:13]([C:18]3[CH:19]=[C:20]([C:28]4[N:29]=[C:30]([CH:33]5[CH2:38][CH2:37][NH:36][CH2:35][CH2:34]5)[S:31][CH:32]=4)[N:21]4[C:26]=3[C:25]([NH2:27])=[N:24][CH:23]=[N:22]4)[CH:14]=[CH:15]2)=[N:10]1)[C:3]1[CH:8]=[CH:7][CH:6]=[CH:5][CH:4]=1.CC(O)=O.C(O[C:46]1(O[Si](C)(C)C)[CH2:48][CH2:47]1)C.C([BH3-])#N.[Na+].[OH-].[Na+]. (2) Given the product [Br:1][C:2]1[CH:7]=[C:6]([F:8])[C:5]([CH2:9][C:10]([OH:13])=[O:18])=[C:4]([F:12])[CH:3]=1, predict the reactants needed to synthesize it. The reactants are: [Br:1][C:2]1[CH:7]=[C:6]([F:8])[C:5]([CH2:9][C:10]#N)=[C:4]([F:12])[CH:3]=1.[OH:13]S(O)(=O)=O.[OH2:18]. (3) Given the product [CH2:1]([NH:3][CH2:11][CH2:12][N:13]1[CH2:18][CH2:17][S:16][C:15]2[CH:19]=[CH:20][C:21]([NH:23][C:24]([C:26]3[S:27][CH:28]=[CH:29][CH:30]=3)=[NH:25])=[CH:22][C:14]1=2)[CH3:2], predict the reactants needed to synthesize it. The reactants are: [CH2:1]([N:3]([CH2:11][CH2:12][N:13]1[CH2:18][CH2:17][S:16][C:15]2[CH:19]=[CH:20][C:21]([NH:23][C:24]([C:26]3[S:27][CH:28]=[CH:29][CH:30]=3)=[NH:25])=[CH:22][C:14]1=2)C(=O)OC(C)(C)C)[CH3:2].Cl. (4) Given the product [CH3:20][N:18]([CH3:19])[CH2:17][CH2:16][CH2:15][O:14][C:12]1[C:11]([CH3:21])=[C:10]2[N:9]([CH:13]=1)[N:8]=[CH:7][N:6]=[C:5]2[O:4][C:3]1[CH:22]=[CH:23][C:24]([NH2:26])=[CH:25][C:2]=1[F:1], predict the reactants needed to synthesize it. The reactants are: [F:1][C:2]1[CH:25]=[C:24]([N+:26]([O-])=O)[CH:23]=[CH:22][C:3]=1[O:4][C:5]1[C:10]2=[C:11]([CH3:21])[C:12]([O:14][CH2:15][CH2:16][CH2:17][N:18]([CH3:20])[CH3:19])=[CH:13][N:9]2[N:8]=[CH:7][N:6]=1.Cl.Cl.FC1C=C(NC(NC(=O)CC2C=CC(F)=CC=2)=S)C=CC=1OC1C2=C(C)C(OCCN3CCN(C)CC3)=CN2N=CN=1. (5) Given the product [NH2:1][C:4]1[CH:5]=[C:6]([CH:10]=[C:11]([C:13]([F:14])([F:15])[F:16])[CH:12]=1)[C:7]([OH:9])=[O:8], predict the reactants needed to synthesize it. The reactants are: [N+:1]([C:4]1[CH:5]=[C:6]([CH:10]=[C:11]([C:13]([F:16])([F:15])[F:14])[CH:12]=1)[C:7]([OH:9])=[O:8])([O-])=O. (6) Given the product [Cl:1][C:2]1[C:9]([CH3:10])=[C:8]([NH:12][C@H:13]([C:17]([OH:20])([CH3:19])[CH3:18])[C:14]([OH:16])=[O:15])[CH:7]=[CH:6][C:3]=1[C:4]#[N:5], predict the reactants needed to synthesize it. The reactants are: [Cl:1][C:2]1[C:9]([CH3:10])=[C:8](F)[CH:7]=[CH:6][C:3]=1[C:4]#[N:5].[NH2:12][C@H:13]([C:17]([OH:20])([CH3:19])[CH3:18])[C:14]([OH:16])=[O:15].C([O-])([O-])=O.[K+].[K+].C(O)(=O)CC(CC(O)=O)(C(O)=O)O.